This data is from Full USPTO retrosynthesis dataset with 1.9M reactions from patents (1976-2016). The task is: Predict the reactants needed to synthesize the given product. (1) Given the product [CH3:1][O:2][C:3]1[N:8]=[C:7]([CH2:13][S:14]([C:17]2[CH:22]=[CH:21][C:20]([CH3:23])=[CH:19][CH:18]=2)(=[O:15])=[O:16])[C:6]([N+:9]([O-:11])=[O:10])=[CH:5][CH:4]=1, predict the reactants needed to synthesize it. The reactants are: [CH3:1][O:2][C:3]1[N:8]=[CH:7][C:6]([N+:9]([O-:11])=[O:10])=[CH:5][CH:4]=1.Cl[CH2:13][S:14]([C:17]1[CH:22]=[CH:21][C:20]([CH3:23])=[CH:19][CH:18]=1)(=[O:16])=[O:15].CC(C)([O-])C.[K+]. (2) The reactants are: [CH3:1][C:2]1([O:8][C:9](=[O:12])[NH:10]N)[CH2:7][CH2:6][CH2:5][CH2:4][CH2:3]1.CC(O)=O.N([O-])=O.[Na+].N[C@@H:22]([C:26]([OH:28])=[O:27])[C@H:23]([CH3:25])[OH:24].C([O-])([O-])=O.[Na+].[Na+].Cl. Given the product [OH:24][C@H:23]([CH3:25])[C@H:22]([NH:10][C:9]([O:8][C:2]1([CH3:1])[CH2:7][CH2:6][CH2:5][CH2:4][CH2:3]1)=[O:12])[C:26]([OH:28])=[O:27], predict the reactants needed to synthesize it. (3) Given the product [CH2:33]([O:40][N:41]([C@H:54]1[CH2:59][N:58]([C:60]([O:62][C:63]([CH3:64])([CH3:65])[CH3:66])=[O:61])[C@H:57]([C:67](=[O:68])[NH2:9])[CH2:56][CH2:55]1)[S:42]([C:45]1[CH:50]=[CH:49][CH:48]=[CH:47][C:46]=1[N+:51]([O-:53])=[O:52])(=[O:44])=[O:43])[C:34]1[CH:35]=[CH:36][CH:37]=[CH:38][CH:39]=1, predict the reactants needed to synthesize it. The reactants are: [NH4+].[Cl-].C1C=CC2N(O)N=[N:9]C=2C=1.CCN=C=NCCCN(C)C.CCN(C(C)C)C(C)C.[CH2:33]([O:40][N:41]([C@H:54]1[CH2:59][N:58]([C:60]([O:62][C:63]([CH3:66])([CH3:65])[CH3:64])=[O:61])[C@H:57]([C:67](O)=[O:68])[CH2:56][CH2:55]1)[S:42]([C:45]1[CH:50]=[CH:49][CH:48]=[CH:47][C:46]=1[N+:51]([O-:53])=[O:52])(=[O:44])=[O:43])[C:34]1[CH:39]=[CH:38][CH:37]=[CH:36][CH:35]=1. (4) Given the product [F:1][C:2]1[C:3]([NH:23][C:24]2[CH:29]=[CH:28][C:27]([CH:38]=[CH2:41])=[CH:26][C:25]=2[F:31])=[C:4]([C:9]2[O:13][C:12]([NH:14][CH2:15][CH2:16][N:17]3[CH2:22][CH2:21][O:20][CH2:19][CH2:18]3)=[N:11][N:10]=2)[CH:5]=[CH:6][C:7]=1[F:8], predict the reactants needed to synthesize it. The reactants are: [F:1][C:2]1[C:3]([NH:23][C:24]2[CH:29]=[CH:28][C:27](I)=[CH:26][C:25]=2[F:31])=[C:4]([C:9]2[O:13][C:12]([NH:14][CH2:15][CH2:16][N:17]3[CH2:22][CH2:21][O:20][CH2:19][CH2:18]3)=[N:11][N:10]=2)[CH:5]=[CH:6][C:7]=1[F:8].C(=O)([O-])[O-].[K+].[K+].[CH2:38]([CH2:41]OC)OC.